This data is from Peptide-MHC class I binding affinity with 185,985 pairs from IEDB/IMGT. The task is: Regression. Given a peptide amino acid sequence and an MHC pseudo amino acid sequence, predict their binding affinity value. This is MHC class I binding data. The peptide sequence is SSVNVSLT. The MHC is H-2-Kb with pseudo-sequence H-2-Kb. The binding affinity (normalized) is 0.137.